From a dataset of Experimentally validated miRNA-target interactions with 360,000+ pairs, plus equal number of negative samples. Binary Classification. Given a miRNA mature sequence and a target amino acid sequence, predict their likelihood of interaction. The miRNA is hsa-miR-4442 with sequence GCCGGACAAGAGGGAGG. The protein sequence of the target gene is MAGKLRKSHIPGVSIWQLVEEIPEGCSTPDFEQKPVTSALPEGKNAVFRAVVCGEPRPEVRWQNSKGDLSDSSKYKISSSPGSKEHVLQINKLTGEDTDLYRCTAVNAYGEAACSVRLTVIEVGFRKNRKRHREPQEDLRKELMDFRKLLKKRAPPAPKKKMDLEQIWQLLMTADRKDYEKICLKYGIVDYRGMLRRLQEMKKEQEDKMAQYINTISSLRHIRVTKDGNAKFDLELDLKDSQSKIYLYKDGEMIPYGFNNQTKHCLRRLGKRYEFQIQDLRPEDSGIYQVKVEDAVVFST.... Result: 0 (no interaction).